From a dataset of Catalyst prediction with 721,799 reactions and 888 catalyst types from USPTO. Predict which catalyst facilitates the given reaction. Reactant: [CH2:1]([O:3][C:4]([C:6]1[C:7]([CH3:11])=[N:8][NH:9][CH:10]=1)=[O:5])[CH3:2].C(=O)([O-])[O-].[K+].[K+].FN1C=C[CH:22]=[CH:21][CH:20]1[Br:25].[CH3:26][N:27]([CH3:30])C=O. Product: [CH2:1]([O:3][C:4]([C:6]1[C:7]([CH3:11])=[N:8][N:9]([C:26]2[C:20]([Br:25])=[CH:21][CH:22]=[CH:30][N:27]=2)[CH:10]=1)=[O:5])[CH3:2]. The catalyst class is: 6.